This data is from Reaction yield outcomes from USPTO patents with 853,638 reactions. The task is: Predict the reaction yield, written as a fraction of the theoretical maximum amount of product (1.0 means a 100% yield; for example, 0.34 means a 34% yield). (1) The reactants are Br[C:2]1[CH:3]=[C:4]([NH:8][CH:9]([CH3:11])[CH3:10])[CH:5]=[N:6][CH:7]=1.CC1(C)C(C)(C)OB([C:20]2[CH:21]=[C:22]3[C:26](=[CH:27][CH:28]=2)[N:25]([CH2:29][O:30][CH2:31][CH2:32][Si:33]([CH3:36])([CH3:35])[CH3:34])[N:24]=[C:23]3[CH:37]=[O:38])O1.C([O-])([O-])=O.[Na+].[Na+].CCOC(C)=O. The catalyst is O1CCOCC1.O.C1C=CC(P(C2C=CC=CC=2)[C-]2C=CC=C2)=CC=1.C1C=CC(P(C2C=CC=CC=2)[C-]2C=CC=C2)=CC=1.Cl[Pd]Cl.[Fe+2]. The product is [CH:9]([NH:8][C:4]1[CH:3]=[C:2]([C:20]2[CH:21]=[C:22]3[C:26](=[CH:27][CH:28]=2)[N:25]([CH2:29][O:30][CH2:31][CH2:32][Si:33]([CH3:34])([CH3:35])[CH3:36])[N:24]=[C:23]3[CH:37]=[O:38])[CH:7]=[N:6][CH:5]=1)([CH3:11])[CH3:10]. The yield is 0.943. (2) The reactants are [C:1]([O:5][C:6]([N:8]1[CH:13]=[CH:12][C:11]([Cl:14])=[CH:10][CH:9]1[CH2:15][CH2:16][CH2:17][CH2:18][CH3:19])=[O:7])([CH3:4])([CH3:3])[CH3:2].[CH2:20]([Li])CCC.IC.O. The catalyst is C1COCC1.CCOCC. The product is [C:1]([O:5][C:6]([N:8]1[C:13]([CH3:20])=[CH:12][C:11]([Cl:14])=[CH:10][CH:9]1[CH2:15][CH2:16][CH2:17][CH2:18][CH3:19])=[O:7])([CH3:4])([CH3:3])[CH3:2]. The yield is 0.740.